Dataset: Reaction yield outcomes from USPTO patents with 853,638 reactions. Task: Predict the reaction yield, written as a fraction of the theoretical maximum amount of product (1.0 means a 100% yield; for example, 0.34 means a 34% yield). (1) The reactants are [NH2:1][C:2]1[C:7]2=[C:8]([C:24]3[CH:29]=[CH:28][C:27]([NH:30][C:31]([NH:33][C:34]4[CH:39]=[C:38]([C:40]([F:43])([F:42])[F:41])[CH:37]=[CH:36][N:35]=4)=[O:32])=[C:26]([F:44])[CH:25]=3)[CH:9]=[C:10]([CH:11]3[CH2:16][CH2:15][N:14](C(OC(C)(C)C)=O)[CH2:13][CH2:12]3)[N:6]2[N:5]=[CH:4][N:3]=1.C(O)(C(F)(F)F)=O.C(OCC)(=O)C. The catalyst is ClCCCl. The product is [NH2:1][C:2]1[C:7]2=[C:8]([C:24]3[CH:29]=[CH:28][C:27]([NH:30][C:31]([NH:33][C:34]4[CH:39]=[C:38]([C:40]([F:42])([F:43])[F:41])[CH:37]=[CH:36][N:35]=4)=[O:32])=[C:26]([F:44])[CH:25]=3)[CH:9]=[C:10]([CH:11]3[CH2:16][CH2:15][NH:14][CH2:13][CH2:12]3)[N:6]2[N:5]=[CH:4][N:3]=1. The yield is 0.910. (2) The reactants are [CH3:1][O:2][C:3]1[C:4]([SH:12])=[C:5]([CH:9]=[CH:10][CH:11]=1)[C:6]([OH:8])=O.[C:13]([C:15]1[CH:20]=[CH:19][CH:18]=[CH:17][N:16]=1)#[N:14]. The catalyst is N1C=CC=CC=1. The product is [CH3:1][O:2][C:3]1[C:4]2[S:12][C:13]([C:15]3[CH:20]=[CH:19][CH:18]=[CH:17][N:16]=3)=[N:14][C:6](=[O:8])[C:5]=2[CH:9]=[CH:10][CH:11]=1. The yield is 0.280. (3) The catalyst is ClCCl. The yield is 0.150. The reactants are [NH:1]1[CH2:6][CH:5]=[C:4]([C:7]2[N:11]3[C:12]4[C:17]([N:18]=[C:19]([NH:20][CH2:21][CH2:22][CH2:23][OH:24])[C:10]3=[N:9][CH:8]=2)=[CH:16][C:15]([C:25]([F:28])([F:27])[F:26])=[CH:14][CH:13]=4)[CH2:3][CH2:2]1.[S:29](Cl)([CH3:32])(=[O:31])=[O:30].C(#N)C. The product is [CH3:32][S:29]([N:1]1[CH2:2][CH:3]=[C:4]([C:7]2[N:11]3[C:12]4[C:17]([N:18]=[C:19]([NH:20][CH2:21][CH2:22][CH2:23][OH:24])[C:10]3=[N:9][CH:8]=2)=[CH:16][C:15]([C:25]([F:26])([F:28])[F:27])=[CH:14][CH:13]=4)[CH2:5][CH2:6]1)(=[O:31])=[O:30]. (4) The reactants are Br[CH2:2][C:3]1[N:7]([CH3:8])[N:6]=[C:5]([N+:9]([O-:11])=[O:10])[CH:4]=1.[CH3:12][O-:13].[Na+]. The catalyst is CO. The product is [CH3:12][O:13][CH2:2][C:3]1[N:7]([CH3:8])[N:6]=[C:5]([N+:9]([O-:11])=[O:10])[CH:4]=1. The yield is 0.900. (5) The reactants are Cl.[Cl:2][C:3]1[CH:4]=[C:5]2[C:9](=[CH:10][CH:11]=1)[NH:8][CH:7]=[C:6]2[CH2:12][CH2:13][NH2:14].[CH3:15][C:16]1[N:17]=[C:18]([C:24]2[CH:29]=[N:28][CH:27]=[CH:26][N:25]=2)[S:19][C:20]=1[C:21](Cl)=[O:22].C(N(CC)CC)C.C(OCC)(=O)C. The catalyst is ClCCl. The product is [Cl:2][C:3]1[CH:4]=[C:5]2[C:9](=[CH:10][CH:11]=1)[NH:8][CH:7]=[C:6]2[CH2:12][CH2:13][NH:14][C:21]([C:20]1[S:19][C:18]([C:24]2[CH:29]=[N:28][CH:27]=[CH:26][N:25]=2)=[N:17][C:16]=1[CH3:15])=[O:22]. The yield is 0.560. (6) The reactants are [Cl:1][C:2]1[N:7]=[C:6]([C:8](OC)=[O:9])[CH:5]=[C:4]([N:12]([CH2:17][CH:18]2[CH2:22][O:21][C:20]([CH3:24])([CH3:23])[O:19]2)[S:13]([CH3:16])(=[O:15])=[O:14])[N:3]=1.[NH3:25]. The product is [Cl:1][C:2]1[N:7]=[C:6]([C:8]([NH2:25])=[O:9])[CH:5]=[C:4]([N:12]([CH2:17][CH:18]2[CH2:22][O:21][C:20]([CH3:24])([CH3:23])[O:19]2)[S:13]([CH3:16])(=[O:15])=[O:14])[N:3]=1. The yield is 0.820. The catalyst is CO. (7) The reactants are [Br:1][C:2]1[CH:3]=[C:4]2[C:11]3([C:15](=[O:16])[NH:14][C:13](=[S:17])[NH:12]3)[CH2:10][CH:9]([C:18]3[CH:23]=[CH:22][CH:21]=[CH:20][CH:19]=3)[O:8][C:5]2=[CH:6][CH:7]=1.[C:24]([O-])([O-])=O.[K+].[K+].[CH2:30](Br)[CH2:31][CH3:32].[CH3:34][C:35]#N. No catalyst specified. The product is [Br:1][C:2]1[CH:3]=[C:4]2[C@:11]3([C:15](=[O:16])[N:14]([CH2:30][CH2:31][CH3:32])[C:13]([S:17][CH2:24][CH2:35][CH3:34])=[N:12]3)[CH2:10][C@H:9]([C:18]3[CH:19]=[CH:20][CH:21]=[CH:22][CH:23]=3)[O:8][C:5]2=[CH:6][CH:7]=1. The yield is 0.470. (8) The reactants are COC1C=CC(C[N:8]2[CH:12]=[C:11]([C:13]3[S:14][CH:15]=[C:16]([NH:18][C:19]4[CH:24]=[CH:23][CH:22]=[CH:21][N:20]=4)[N:17]=3)[CH:10]=[N:9]2)=CC=1.[OH-].[Na+]. The catalyst is C(O)(C(F)(F)F)=O. The product is [NH:9]1[CH:10]=[C:11]([C:13]2[S:14][CH:15]=[C:16]([NH:18][C:19]3[CH:24]=[CH:23][CH:22]=[CH:21][N:20]=3)[N:17]=2)[CH:12]=[N:8]1. The yield is 0.610. (9) The reactants are [CH3:1][O:2][C:3]1[CH:4]=[C:5]([CH:23]=[C:24]([O:28][CH3:29])[C:25]=1[O:26][CH3:27])[C:6]([C:8]1[C:12]2[CH:13]=[CH:14][C:15]([O:21][CH3:22])=[C:16]([O:17]C(C)C)[C:11]=2[O:10][CH:9]=1)=[O:7].[Cl-].[Al+3].[Cl-].[Cl-]. The catalyst is ClCCl. The product is [CH3:1][O:2][C:3]1[CH:4]=[C:5]([CH:23]=[C:24]([O:28][CH3:29])[C:25]=1[O:26][CH3:27])[C:6]([C:8]1[C:12]2[CH:13]=[CH:14][C:15]([O:21][CH3:22])=[C:16]([OH:17])[C:11]=2[O:10][CH:9]=1)=[O:7]. The yield is 0.860.